The task is: Predict the reaction yield, written as a fraction of the theoretical maximum amount of product (1.0 means a 100% yield; for example, 0.34 means a 34% yield).. This data is from Reaction yield outcomes from USPTO patents with 853,638 reactions. (1) The reactants are [CH2:1]([C:5]1[N:6]=[C:7]([CH3:27])[NH:8][C:9](=[O:26])[C:10]=1[CH2:11][C:12]1[CH:17]=[CH:16][C:15]([C:18]2[C:19]([C:24]#[N:25])=[CH:20][CH:21]=[CH:22][CH:23]=2)=[CH:14][CH:13]=1)[CH2:2][CH2:3][CH3:4].[H-].[Na+].CN(C)C=O.Br[CH2:36][C:37]1[CH:42]=[CH:41][CH:40]=[C:39]([F:43])[CH:38]=1. The catalyst is C(OCC)(=O)C. The product is [CH2:1]([C:5]1[N:6]=[C:7]([CH3:27])[N:8]([CH2:36][C:37]2[CH:42]=[CH:41][CH:40]=[C:39]([F:43])[CH:38]=2)[C:9](=[O:26])[C:10]=1[CH2:11][C:12]1[CH:17]=[CH:16][C:15]([C:18]2[C:19]([C:24]#[N:25])=[CH:20][CH:21]=[CH:22][CH:23]=2)=[CH:14][CH:13]=1)[CH2:2][CH2:3][CH3:4]. The yield is 0.630. (2) The reactants are Br[C:2]1[N:3]=[CH:4][C:5]([NH:8][C:9](=[O:29])[CH:10]([C:18]2[CH:23]=[CH:22][C:21]([S:24]([CH3:27])(=[O:26])=[O:25])=[C:20]([Cl:28])[CH:19]=2)[CH2:11][CH:12]2[CH2:17][CH2:16][O:15][CH2:14][CH2:13]2)=[N:6][CH:7]=1.[C-:30]#[N:31].[K+].C1OCCOCCOCCOCCOCCOC1. The catalyst is CN(C)C=O.[Cu]I.C1C=CC([P]([Pd]([P](C2C=CC=CC=2)(C2C=CC=CC=2)C2C=CC=CC=2)([P](C2C=CC=CC=2)(C2C=CC=CC=2)C2C=CC=CC=2)[P](C2C=CC=CC=2)(C2C=CC=CC=2)C2C=CC=CC=2)(C2C=CC=CC=2)C2C=CC=CC=2)=CC=1. The product is [Cl:28][C:20]1[CH:19]=[C:18]([CH:10]([CH2:11][CH:12]2[CH2:17][CH2:16][O:15][CH2:14][CH2:13]2)[C:9]([NH:8][C:5]2[CH:4]=[N:3][C:2]([C:30]#[N:31])=[CH:7][N:6]=2)=[O:29])[CH:23]=[CH:22][C:21]=1[S:24]([CH3:27])(=[O:26])=[O:25]. The yield is 0.760. (3) The reactants are [Cl:1][C:2]1[CH:24]=[CH:23][C:5]2[S:6][C:7]([C:10](=[O:22])[CH2:11][S:12]([CH2:14][C:15]3[CH:20]=[CH:19][C:18]([Cl:21])=[CH:17][CH:16]=3)=[O:13])=[C:8]([CH3:9])[C:4]=2[CH:3]=1.C1C=C(Cl)C=C(C(OO)=[O:33])C=1. The catalyst is C(Cl)Cl. The product is [Cl:1][C:2]1[CH:24]=[CH:23][C:5]2[S:6][C:7]([C:10](=[O:22])[CH2:11][S:12]([CH2:14][C:15]3[CH:20]=[CH:19][C:18]([Cl:21])=[CH:17][CH:16]=3)(=[O:33])=[O:13])=[C:8]([CH3:9])[C:4]=2[CH:3]=1. The yield is 0.480. (4) The reactants are [OH-:1].[Na+].O=[C:4]([C:12]1[CH:17]=[CH:16][C:15]([O:18][CH3:19])=[C:14]([O:20][CH3:21])[C:13]=1[O:22][CH3:23])[CH2:5][CH2:6][CH2:7]CC(O)=O.[OH2:24]. The catalyst is CO. The product is [CH3:23][O:22][C:13]1[C:14]([O:20][CH3:21])=[C:15]([O:18][CH3:19])[CH:16]=[CH:17][C:12]=1[CH2:4][CH2:5][CH2:6][C:7]([OH:24])=[O:1]. The yield is 0.780. (5) The reactants are [OH-].[Li+].[CH2:3]([O:7][C:8]1[CH:9]=[C:10]([CH2:30][CH2:31][C:32]([O:34]C)=[O:33])[CH:11]=[CH:12][C:13]=1[CH2:14][CH2:15][CH2:16][C:17]1[CH:22]=[CH:21][C:20]([O:23][CH2:24][CH2:25][CH2:26][CH3:27])=[C:19]([O:28][CH3:29])[CH:18]=1)[CH2:4][CH2:5][CH3:6]. The catalyst is O1CCCC1. The product is [CH2:3]([O:7][C:8]1[CH:9]=[C:10]([CH2:30][CH2:31][C:32]([OH:34])=[O:33])[CH:11]=[CH:12][C:13]=1[CH2:14][CH2:15][CH2:16][C:17]1[CH:22]=[CH:21][C:20]([O:23][CH2:24][CH2:25][CH2:26][CH3:27])=[C:19]([O:28][CH3:29])[CH:18]=1)[CH2:4][CH2:5][CH3:6]. The yield is 0.830. (6) The reactants are [NH:1]([C:3]1[CH:12]=[CH:11][C:6]([C:7]([O:9][CH3:10])=[O:8])=[CH:5][CH:4]=1)[NH2:2].Br[CH2:14][CH2:15][C:16]1[CH:17]=[CH:18][C:19]([CH3:22])=[N:20][CH:21]=1. The catalyst is C(N(CC)CC)C. The product is [CH3:22][C:19]1[N:20]=[CH:21][C:16]([CH2:15][CH2:14][N:1]([C:3]2[CH:4]=[CH:5][C:6]([C:7]([O:9][CH3:10])=[O:8])=[CH:11][CH:12]=2)[NH2:2])=[CH:17][CH:18]=1. The yield is 0.285.